From a dataset of Forward reaction prediction with 1.9M reactions from USPTO patents (1976-2016). Predict the product of the given reaction. (1) Given the reactants I[C:2]1[C:10]2[C:5](=[CH:6][CH:7]=[C:8]([C:11]3[S:12][C:13]([S:16]([CH3:19])(=[O:18])=[O:17])=[N:14][N:15]=3)[CH:9]=2)[N:4]([S:20]([C:23]2[CH:29]=[CH:28][C:26]([CH3:27])=[CH:25][CH:24]=2)(=[O:22])=[O:21])[CH:3]=1.[CH:30]([O:33][C:34]1[CH:39]=[CH:38][CH:37]=[C:36](B2OC(C)(C)C(C)(C)O2)[N:35]=1)([CH3:32])[CH3:31].P([O-])([O-])([O-])=O.[K+].[K+].[K+], predict the reaction product. The product is: [CH:30]([O:33][C:34]1[N:35]=[C:36]([C:2]2[C:10]3[C:5](=[CH:6][CH:7]=[C:8]([C:11]4[S:12][C:13]([S:16]([CH3:19])(=[O:17])=[O:18])=[N:14][N:15]=4)[CH:9]=3)[N:4]([S:20]([C:23]3[CH:24]=[CH:25][C:26]([CH3:27])=[CH:28][CH:29]=3)(=[O:21])=[O:22])[CH:3]=2)[CH:37]=[CH:38][CH:39]=1)([CH3:32])[CH3:31]. (2) Given the reactants [C:1]([C:5]1[C:6]([OH:18])=[C:7]([CH:12]=[C:13]([N+:15]([O-:17])=[O:16])[CH:14]=1)[C:8]([O:10][CH3:11])=[O:9])([CH3:4])([CH3:3])[CH3:2].[C:19](=O)([O-])[O-].[K+].[K+].S(OC)(OC)(=O)=O, predict the reaction product. The product is: [C:1]([C:5]1[C:6]([O:18][CH3:19])=[C:7]([CH:12]=[C:13]([N+:15]([O-:17])=[O:16])[CH:14]=1)[C:8]([O:10][CH3:11])=[O:9])([CH3:4])([CH3:2])[CH3:3].